This data is from Forward reaction prediction with 1.9M reactions from USPTO patents (1976-2016). The task is: Predict the product of the given reaction. (1) The product is: [OH:42][C:39]1[CH:40]=[CH:41][C:36]([S:33]([NH:32][C:30](=[O:31])[CH2:29][C:26]2[CH:25]=[CH:24][C:23]([NH:22][C:20]([C:16]3[CH:15]=[C:14]([C:11]4[CH:12]=[CH:13][C:8]([O:7][CH:6]([F:5])[F:46])=[CH:9][CH:10]=4)[O:18][C:17]=3[CH3:19])=[O:21])=[CH:28][CH:27]=2)(=[O:35])=[O:34])=[CH:37][CH:38]=1. Given the reactants C[O-].[Na+].O.[F:5][CH:6]([F:46])[O:7][C:8]1[CH:13]=[CH:12][C:11]([C:14]2[O:18][C:17]([CH3:19])=[C:16]([C:20]([NH:22][C:23]3[CH:28]=[CH:27][C:26]([CH2:29][C:30]([NH:32][S:33]([C:36]4[CH:41]=[CH:40][C:39]([O:42]C(=O)C)=[CH:38][CH:37]=4)(=[O:35])=[O:34])=[O:31])=[CH:25][CH:24]=3)=[O:21])[CH:15]=2)=[CH:10][CH:9]=1, predict the reaction product. (2) The product is: [ClH:12].[F:2][C:3]1([C:7]([O:9][CH3:14])=[O:8])[CH2:6][NH:5][CH2:4]1. Given the reactants Cl.[F:2][C:3]1([C:7]([OH:9])=[O:8])[CH2:6][NH:5][CH2:4]1.S(Cl)([Cl:12])=O.[CH3:14]O, predict the reaction product. (3) Given the reactants [Cl:1][C:2]1[CH:16]=[CH:15][C:5]2[N:6]=[C:7]([N:9]3[CH2:13][CH2:12][CH:11]([NH2:14])[CH2:10]3)[S:8][C:4]=2[CH:3]=1.[N+:17]([C:20]1[CH:25]=[CH:24][CH:23]=[CH:22][C:21]=1[S:26](Cl)(=[O:28])=[O:27])([O-:19])=[O:18].C(N(CC)CC)C.CN(C)C=O, predict the reaction product. The product is: [Cl:1][C:2]1[CH:16]=[CH:15][C:5]2[N:6]=[C:7]([N:9]3[CH2:13][CH2:12][CH:11]([NH:14][S:26]([C:21]4[CH:22]=[CH:23][CH:24]=[CH:25][C:20]=4[N+:17]([O-:19])=[O:18])(=[O:27])=[O:28])[CH2:10]3)[S:8][C:4]=2[CH:3]=1. (4) Given the reactants [F:1][C:2]1[C:7]([C:8]2[NH:12][CH:11]=[C:10]([CH:13]=[O:14])[CH:9]=2)=[CH:6][CH:5]=[CH:4][N:3]=1.[Cl:15]N1C(=O)CCC1=O.O, predict the reaction product. The product is: [Cl:15][C:9]1[C:10]([CH:13]=[O:14])=[CH:11][NH:12][C:8]=1[C:7]1[C:2]([F:1])=[N:3][CH:4]=[CH:5][CH:6]=1.